The task is: Predict the product of the given reaction.. This data is from Forward reaction prediction with 1.9M reactions from USPTO patents (1976-2016). (1) Given the reactants [CH:1]1[C:10]2[C:5](=[CH:6][CH:7]=[C:8](OS(C(F)(F)F)(=O)=O)[CH:9]=2)[CH:4]=[CH:3][N:2]=1.[CH3:19][N:20]1[CH2:25][CH2:24][N:23]([CH2:26][C:27]2[CH:51]=[CH:50][C:30]([C:31]([NH:33][C:34]3[CH:39]=[CH:38][C:37]([CH3:40])=[C:36](B4OC(C)(C)C(C)(C)O4)[CH:35]=3)=[O:32])=[CH:29][C:28]=2[C:52]([F:55])([F:54])[F:53])[CH2:22][CH2:21]1.P([O-])([O-])([O-])=O.[K+].[K+].[K+], predict the reaction product. The product is: [CH:1]1[C:10]2[C:5](=[CH:6][CH:7]=[C:8]([C:36]3[CH:35]=[C:34]([NH:33][C:31](=[O:32])[C:30]4[CH:50]=[CH:51][C:27]([CH2:26][N:23]5[CH2:22][CH2:21][N:20]([CH3:19])[CH2:25][CH2:24]5)=[C:28]([C:52]([F:53])([F:54])[F:55])[CH:29]=4)[CH:39]=[CH:38][C:37]=3[CH3:40])[CH:9]=2)[CH:4]=[CH:3][N:2]=1. (2) Given the reactants [F:1][C:2]1[CH:7]=[CH:6][C:5]([C:8]([C:10]2[CH:15]=[CH:14][C:13]([OH:16])=[CH:12][CH:11]=2)=O)=[CH:4][CH:3]=1.[CH3:17][C:18]1([CH3:27])[CH2:23][C:22]([CH3:25])([CH3:24])[CH2:21][C:20](=O)[CH2:19]1, predict the reaction product. The product is: [F:1][C:2]1[CH:7]=[CH:6][C:5]([C:8](=[C:20]2[CH2:21][C:22]([CH3:25])([CH3:24])[CH2:23][C:18]([CH3:27])([CH3:17])[CH2:19]2)[C:10]2[CH:15]=[CH:14][C:13]([OH:16])=[CH:12][CH:11]=2)=[CH:4][CH:3]=1. (3) Given the reactants [OH:1][C:2]1[CH:36]=[CH:35][C:5]([C:6]([CH2:8][NH:9][C:10]2[CH:15]=[C:14]([O:16][CH3:17])[CH:13]=[CH:12][C:11]=2[CH:18]2[CH2:27][CH2:26][C:25]3[CH:24]=[C:23]([O:28]C(=O)C(C)(C)C)[CH:22]=[CH:21][C:20]=3[CH2:19]2)=O)=[CH:4][CH:3]=1.Cl[CH2:38][C:39]([N:41]([CH2:44][CH3:45])[CH2:42][CH3:43])=O, predict the reaction product. The product is: [CH2:42]([N:41]([CH2:44][CH3:45])[CH2:39][CH2:38][O:1][C:2]1[CH:36]=[CH:35][C:5]([CH2:6][CH2:8][NH:9][C:10]2[CH:15]=[C:14]([O:16][CH3:17])[CH:13]=[CH:12][C:11]=2[CH:18]2[CH2:27][CH2:26][C:25]3[CH:24]=[C:23]([OH:28])[CH:22]=[CH:21][C:20]=3[CH2:19]2)=[CH:4][CH:3]=1)[CH3:43]. (4) Given the reactants [N:1]1([C:6]2[S:7][CH:8]=[C:9]([C:11]3[C:12]([NH:25][C@@H:26]4[CH2:31][CH2:30][CH2:29][N:28](C(OC(C)(C)C)=O)[CH2:27]4)=[N:13][C:14]([N:19]4[CH2:24][CH2:23][O:22][CH2:21][CH2:20]4)=[N:15][C:16]=3[O:17]C)[N:10]=2)[CH:5]=[CH:4][CH:3]=[CH:2]1.[Na+].[I-].[Si](Cl)(C)(C)C, predict the reaction product. The product is: [N:1]1([C:6]2[S:7][CH:8]=[C:9]([C:11]3[C:16](=[O:17])[NH:15][C:14]([N:19]4[CH2:24][CH2:23][O:22][CH2:21][CH2:20]4)=[N:13][C:12]=3[NH:25][C@@H:26]3[CH2:31][CH2:30][CH2:29][NH:28][CH2:27]3)[N:10]=2)[CH:5]=[CH:4][CH:3]=[CH:2]1.